This data is from Forward reaction prediction with 1.9M reactions from USPTO patents (1976-2016). The task is: Predict the product of the given reaction. (1) The product is: [Cl:12][C:13]1[CH:18]=[CH:17][CH:16]=[C:15]([Cl:19])[C:14]=1[N:20]1[CH:31]=[CH:30][C:23]2[N:24]=[C:25]([NH:55][C:52]3[CH:53]=[N:54][C:49]([N:46]4[CH2:47][CH2:48][N:43]([CH3:42])[CH2:44][CH2:45]4)=[CH:50][CH:51]=3)[N:26]=[CH:27][C:22]=2[C:21]1=[O:32]. Given the reactants C1C=C(Cl)C=C(C(OO)=O)C=1.[Cl:12][C:13]1[CH:18]=[CH:17][CH:16]=[C:15]([Cl:19])[C:14]=1[N:20]1[CH:31]=[CH:30][C:23]2[N:24]=[C:25](SC)[N:26]=[CH:27][C:22]=2[C:21]1=[O:32].CCN(C(C)C)C(C)C.[CH3:42][N:43]1[CH2:48][CH2:47][N:46]([C:49]2[N:54]=[CH:53][C:52]([NH2:55])=[CH:51][CH:50]=2)[CH2:45][CH2:44]1, predict the reaction product. (2) Given the reactants [O:1]=[C:2]1[N:11]([CH:12]2[CH2:17][CH2:16][N:15]([CH:18]3[CH2:23][CH2:22][N:21](C(OC(C)(C)C)=O)[CH2:20][CH2:19]3)[CH2:14][CH2:13]2)[C@@H:10]2[C@H:5]([CH2:6][CH2:7][CH2:8][CH2:9]2)[CH2:4][O:3]1.Cl, predict the reaction product. The product is: [NH:21]1[CH2:20][CH2:19][CH:18]([N:15]2[CH2:16][CH2:17][CH:12]([N:11]3[C:2](=[O:1])[O:3][CH2:4][C@H:5]4[C@H:10]3[CH2:9][CH2:8][CH2:7][CH2:6]4)[CH2:13][CH2:14]2)[CH2:23][CH2:22]1. (3) Given the reactants [N:1]1[C:10]2[C:5](=[CH:6][C:7]([CH:11]([CH3:15])[C:12]([OH:14])=O)=[CH:8][CH:9]=2)[CH:4]=[CH:3][CH:2]=1.CCN(C(C)C)C(C)C.[Cl:25][C:26]1[N:31]=[N:30][C:29]([NH:32][NH2:33])=[CH:28][CH:27]=1, predict the reaction product. The product is: [Cl:25][C:26]1[N:31]=[N:30][C:29]([NH:32][NH:33][C:12](=[O:14])[CH:11]([C:7]2[CH:6]=[C:5]3[C:10](=[CH:9][CH:8]=2)[N:1]=[CH:2][CH:3]=[CH:4]3)[CH3:15])=[CH:28][CH:27]=1. (4) Given the reactants CS([C:5]1[N:10]=[C:9]([C:11]2[CH:16]=[CH:15][C:14]([Cl:17])=[CH:13][C:12]=2[Cl:18])[C:8]([C:19]2[CH:24]=[CH:23][C:22]([Cl:25])=[CH:21][CH:20]=2)=[C:7]([S:26]([CH3:29])(=[O:28])=[O:27])[N:6]=1)(=O)=O.C([Li])CCC.[CH:35]1([OH:41])[CH2:40][CH2:39][CH2:38][CH2:37][CH2:36]1, predict the reaction product. The product is: [CH:35]1([O:41][C:5]2[N:6]=[C:7]([S:26]([CH3:29])(=[O:28])=[O:27])[C:8]([C:19]3[CH:20]=[CH:21][C:22]([Cl:25])=[CH:23][CH:24]=3)=[C:9]([C:11]3[CH:16]=[CH:15][C:14]([Cl:17])=[CH:13][C:12]=3[Cl:18])[N:10]=2)[CH2:40][CH2:39][CH2:38][CH2:37][CH2:36]1. (5) Given the reactants [Cl:1][C:2]1[CH:10]=[C:9]2[C:5]([CH2:6][C:7](=[O:11])[NH:8]2)=[CH:4][CH:3]=1.[Cl:12][C:13]1[CH:14]=[C:15]([CH:18]=[CH:19][C:20]=1[F:21])[CH:16]=O.N1CCCCC1, predict the reaction product. The product is: [Cl:1][C:2]1[CH:10]=[C:9]2[C:5](/[C:6](=[CH:16]/[C:15]3[CH:18]=[CH:19][C:20]([F:21])=[C:13]([Cl:12])[CH:14]=3)/[C:7](=[O:11])[NH:8]2)=[CH:4][CH:3]=1. (6) Given the reactants [CH3:1][C:2]1[CH:20]=[C:19]([N+:21]([O-])=O)[CH:18]=[CH:17][C:3]=1[O:4][C:5]1[CH:6]=[C:7]([C:11]2([C:14]([NH2:16])=[O:15])[CH2:13][CH2:12]2)[CH:8]=[CH:9][CH:10]=1.C(O)C.[Cl-].[Ca+2].[Cl-], predict the reaction product. The product is: [NH2:21][C:19]1[CH:18]=[CH:17][C:3]([O:4][C:5]2[CH:6]=[C:7]([C:11]3([C:14]([NH2:16])=[O:15])[CH2:13][CH2:12]3)[CH:8]=[CH:9][CH:10]=2)=[C:2]([CH3:1])[CH:20]=1.